This data is from Catalyst prediction with 721,799 reactions and 888 catalyst types from USPTO. The task is: Predict which catalyst facilitates the given reaction. (1) Reactant: C([O:5][C:6]([C:8]1[CH:16]=[C:15]2[C:11]([CH:12]=[CH:13][N:14]2[CH2:17][C:18](=[O:35])[CH2:19][O:20][C:21]2[CH:26]=[CH:25][C:24]([CH2:27][CH2:28][CH2:29][CH2:30][CH2:31][CH2:32][CH2:33][CH3:34])=[CH:23][CH:22]=2)=[CH:10][CH:9]=1)=[O:7])(C)(C)C.FC(F)(F)C(O)=O. Product: [CH2:27]([C:24]1[CH:23]=[CH:22][C:21]([O:20][CH2:19][C:18](=[O:35])[CH2:17][N:14]2[C:15]3[C:11](=[CH:10][CH:9]=[C:8]([C:6]([OH:7])=[O:5])[CH:16]=3)[CH:12]=[CH:13]2)=[CH:26][CH:25]=1)[CH2:28][CH2:29][CH2:30][CH2:31][CH2:32][CH2:33][CH3:34]. The catalyst class is: 4. (2) Reactant: [Cl-].[CH3:2][O:3]C[P+](C1C=CC=CC=1)(C1C=CC=CC=1)C1C=CC=CC=1.C[C:25](C)([O-:27])C.[K+].[CH3:30][C:31]1([CH3:42])[CH2:36][C:35](=O)[CH2:34][CH2:33][C@@H:32]1[C:38]([O:40][CH3:41])=[O:39].Cl. Product: [CH:2]([C@@H:35]1[CH2:34][CH2:33][C@@H:32]([C:38]([O:40][CH3:41])=[O:39])[C:31]([CH3:42])([CH3:30])[CH2:36]1)=[O:3].[CH:25]([C@H:35]1[CH2:34][CH2:33][C@@H:32]([C:38]([O:40][CH3:41])=[O:39])[C:31]([CH3:42])([CH3:30])[CH2:36]1)=[O:27]. The catalyst class is: 20. (3) Reactant: [Cl:1][C:2]1[CH:3]=[CH:4][C:5]2[C:6]3[N:14]=[CH:13][C:12]([C:15]4[N:19]([CH3:20])[N:18]=[N:17][C:16]=4[CH3:21])=[CH:11][C:7]=3[NH:8][C:9]=2[CH:10]=1.C1(P(C2C=CC=CC=2)C2C=CC=CC=2)C=CC=CC=1.[C:41]1([C@@H:47]([CH:49]2[CH2:54][CH2:53][O:52][CH2:51][CH2:50]2)O)[CH:46]=[CH:45][CH:44]=[CH:43][CH:42]=1.N(C(OC(C)(C)C)=O)=NC(OC(C)(C)C)=O. Product: [Cl:1][C:2]1[CH:3]=[CH:4][C:5]2[C:6]3[N:14]=[CH:13][C:12]([C:15]4[N:19]([CH3:20])[N:18]=[N:17][C:16]=4[CH3:21])=[CH:11][C:7]=3[N:8]([C@H:47]([C:41]3[CH:46]=[CH:45][CH:44]=[CH:43][CH:42]=3)[CH:49]3[CH2:50][CH2:51][O:52][CH2:53][CH2:54]3)[C:9]=2[CH:10]=1. The catalyst class is: 1. (4) Reactant: [NH2:1][C@@H:2]([CH2:5][O:6][CH2:7][C:8]1[CH:13]=[CH:12][CH:11]=[CH:10][CH:9]=1)[CH2:3][OH:4].Cl[C:15]([O:17][CH2:18][CH:19]=[CH2:20])=[O:16].C([O-])(O)=O.[Na+]. Product: [CH2:18]([O:17][C:15]([NH:1][C@@H:2]([CH2:5][O:6][CH2:7][C:8]1[CH:13]=[CH:12][CH:11]=[CH:10][CH:9]=1)[CH2:3][OH:4])=[O:16])[CH:19]=[CH2:20]. The catalyst class is: 2. (5) Reactant: C(OC([N:8]1[CH2:12][C@@H:11]([CH2:13][N:14]([CH:31]([CH3:33])[CH3:32])[C:15](=[O:30])[C:16]2[CH:21]=[CH:20][C:19]([O:22][CH3:23])=[C:18]([O:24][CH2:25][CH2:26][CH2:27][O:28][CH3:29])[CH:17]=2)[C@H:10]([OH:34])[CH2:9]1)=O)(C)(C)C.[CH3:35][O:36][C:37]1[CH:51]=[CH:50][C:40]([O:41][C:42]2[CH:43]=[C:44]([CH2:48]Cl)[CH:45]=[CH:46][CH:47]=2)=[CH:39][CH:38]=1.CC#N.O.CC#N. Product: [CH:31]([N:14]([CH2:13][C@H:11]1[C@H:10]([O:34][CH2:48][C:44]2[CH:45]=[CH:46][CH:47]=[C:42]([O:41][C:40]3[CH:50]=[CH:51][C:37]([O:36][CH3:35])=[CH:38][CH:39]=3)[CH:43]=2)[CH2:9][NH:8][CH2:12]1)[C:15](=[O:30])[C:16]1[CH:21]=[CH:20][C:19]([O:22][CH3:23])=[C:18]([O:24][CH2:25][CH2:26][CH2:27][O:28][CH3:29])[CH:17]=1)([CH3:33])[CH3:32]. The catalyst class is: 6. (6) Reactant: [CH2:1]([C:5]1[O:6][C:7]2[CH:13]=[CH:12][C:11]([NH:14][S:15]([CH3:18])(=[O:17])=[O:16])=[CH:10][C:8]=2[CH:9]=1)[CH2:2][CH2:3][CH3:4].C(#N)C.[Cl:22]N1C(=O)CCC1=O.O. Product: [CH2:1]([C:5]1[O:6][C:7]2[CH:13]=[CH:12][C:11]([NH:14][S:15]([CH3:18])(=[O:16])=[O:17])=[CH:10][C:8]=2[C:9]=1[Cl:22])[CH2:2][CH2:3][CH3:4]. The catalyst class is: 4.